From a dataset of Full USPTO retrosynthesis dataset with 1.9M reactions from patents (1976-2016). Predict the reactants needed to synthesize the given product. (1) Given the product [Br:17][C:15]1[CH:16]=[C:11]([NH:8][C:6]2[N:5]=[C:4]([CH3:9])[N:3]([CH3:2])[CH:7]=2)[C:12](=[O:19])[N:13]([CH3:18])[CH:14]=1, predict the reactants needed to synthesize it. The reactants are: Cl.[CH3:2][N:3]1[CH:7]=[C:6]([NH2:8])[N:5]=[C:4]1[CH3:9].Br[C:11]1[C:12](=[O:19])[N:13]([CH3:18])[CH:14]=[C:15]([Br:17])[CH:16]=1.CC1(C)C2C(=C(P(C3C=CC=CC=3)C3C=CC=CC=3)C=CC=2)OC2C(P(C3C=CC=CC=3)C3C=CC=CC=3)=CC=CC1=2.C([O-])([O-])=O.[Cs+].[Cs+]. (2) Given the product [OH:11][C:8]1[CH:9]=[CH:10][C:5]([NH:4][C:1](=[O:3])[CH3:2])=[C:6]([O:15][CH2:16][C:17]([CH3:19])=[CH2:18])[CH:7]=1, predict the reactants needed to synthesize it. The reactants are: [C:1]([NH:4][C:5]1[CH:10]=[CH:9][C:8]([O:11]C(=O)C)=[CH:7][C:6]=1[O:15][CH2:16][C:17]([CH3:19])=[CH2:18])(=[O:3])[CH3:2].N. (3) Given the product [NH2:23][C:21]1[N:22]=[C:17]([C:10]2[C:11]3[C:16](=[CH:15][CH:14]=[CH:13][CH:12]=3)[N:8]([CH2:7][C:6]3[C:2]([CH3:1])=[N:3][O:4][C:5]=3[CH3:25])[N:9]=2)[N:18]=[C:19]([NH:24][C:28]2[CH:33]=[CH:32][N:31]=[CH:30][C:29]=2[C:34]([O:36][CH2:37][CH3:38])=[O:35])[CH:20]=1, predict the reactants needed to synthesize it. The reactants are: [CH3:1][C:2]1[C:6]([CH2:7][N:8]2[C:16]3[C:11](=[CH:12][CH:13]=[CH:14][CH:15]=3)[C:10]([C:17]3[N:22]=[C:21]([NH2:23])[CH:20]=[C:19]([NH2:24])[N:18]=3)=[N:9]2)=[C:5]([CH3:25])[O:4][N:3]=1.Cl.Cl[C:28]1[CH:33]=[CH:32][N:31]=[CH:30][C:29]=1[C:34]([O:36][CH2:37][CH3:38])=[O:35].CC1(C)C2C=CC=C(P(C3C=CC=CC=3)C3C=CC=CC=3)C=2OC2C1=CC=CC=2P(C1C=CC=CC=1)C1C=CC=CC=1.C(=O)([O-])[O-].[Cs+].[Cs+].Cl.